From a dataset of Full USPTO retrosynthesis dataset with 1.9M reactions from patents (1976-2016). Predict the reactants needed to synthesize the given product. Given the product [NH2:10][C:5]1[CH2:4][C:3]([C:34]([O:35][CH2:13][CH3:14])=[O:37])=[CH:62][C:45]2[CH:46]=[C:47]([C:50]3[CH:55]=[CH:54][C:53]([N:56]4[CH2:60][CH2:59][CH2:58][C:57]4=[O:61])=[CH:52][CH:51]=3)[CH:48]=[CH:49][C:44]=2[N:41]=1, predict the reactants needed to synthesize it. The reactants are: BrC1[CH:3]=[CH:4][C:5]([N+:10]([O-])=O)=C(C=1)C=O.[CH3:13][C:14]1(C)C(C)(C)OB(C2C=CC(N3CCCC3=O)=CC=2)O1.[C:34](=[O:37])([O-])[O-:35].[Cs+].[Cs+].Cl.[N+:41]([C:44]1[CH:49]=[CH:48][C:47]([C:50]2[CH:55]=[CH:54][C:53]([N:56]3[CH2:60][CH2:59][CH2:58][C:57]3=[O:61])=[CH:52][CH:51]=2)=[CH:46][C:45]=1[CH:62]=O)([O-])=O.